Dataset: Forward reaction prediction with 1.9M reactions from USPTO patents (1976-2016). Task: Predict the product of the given reaction. (1) Given the reactants Cl[C:2]1[CH:3]=[CH:4][C:5]2[C:6]3[N:7]([CH:13]=[C:14]([C:16]4[N:20]([CH:21]([CH3:23])[CH3:22])[N:19]=[CH:18][N:17]=4)[N:15]=3)[CH2:8][CH2:9][O:10][C:11]=2[N:12]=1.[CH3:24][N:25]1[CH2:30][CH2:29][NH:28][CH2:27][CH2:26]1.C(N(CC)CC)C.CN(C)C(=O)C, predict the reaction product. The product is: [CH:21]([N:20]1[C:16]([C:14]2[N:15]=[C:6]3[C:5]4[CH:4]=[CH:3][C:2]([N:28]5[CH2:29][CH2:30][N:25]([CH3:24])[CH2:26][CH2:27]5)=[N:12][C:11]=4[O:10][CH2:9][CH2:8][N:7]3[CH:13]=2)=[N:17][CH:18]=[N:19]1)([CH3:23])[CH3:22]. (2) Given the reactants [CH3:1][O:2][CH2:3][CH2:4][N:5]1[CH:9]=[C:8]([C:10]2[CH:11]=[C:12]([CH:21]=[CH:22][CH:23]=2)[CH2:13][CH2:14][O:15][CH2:16][CH2:17][C:18]([OH:20])=O)[CH:7]=[N:6]1.[CH3:24][O:25][CH:26]([O:35][CH3:36])[CH2:27][NH:28][CH:29]1[CH2:34][CH2:33][CH2:32][CH2:31][CH2:30]1, predict the reaction product. The product is: [CH:29]1([N:28]([CH2:27][CH:26]([O:35][CH3:36])[O:25][CH3:24])[C:18](=[O:20])[CH2:17][CH2:16][O:15][CH2:14][CH2:13][C:12]2[CH:21]=[CH:22][CH:23]=[C:10]([C:8]3[CH:7]=[N:6][N:5]([CH2:4][CH2:3][O:2][CH3:1])[CH:9]=3)[CH:11]=2)[CH2:34][CH2:33][CH2:32][CH2:31][CH2:30]1. (3) Given the reactants [C:1]1([N:7]2[C:11]([CH2:12][CH2:13][CH:14]=O)=[CH:10][C:9]([CH2:16][CH2:17][CH3:18])=[N:8]2)[CH:6]=[CH:5][CH:4]=[CH:3][CH:2]=1.[C:19]1([N:25]2[CH2:30][CH2:29][NH:28][CH2:27][CH2:26]2)[CH:24]=[CH:23][CH:22]=[CH:21][CH:20]=1.CCN(C(C)C)C(C)C.[BH-](OC(C)=O)(OC(C)=O)OC(C)=O.[Na+], predict the reaction product. The product is: [C:19]1([N:25]2[CH2:30][CH2:29][N:28]([CH2:14][CH2:13][CH2:12][C:11]3[N:7]([C:1]4[CH:6]=[CH:5][CH:4]=[CH:3][CH:2]=4)[N:8]=[C:9]([CH2:16][CH2:17][CH3:18])[CH:10]=3)[CH2:27][CH2:26]2)[CH:24]=[CH:23][CH:22]=[CH:21][CH:20]=1. (4) The product is: [CH3:22][N:23]([CH3:27])[CH2:24][CH2:25][NH:26][C:19]([C:10]1[C:9]2[C:14](=[N:15][C:16]3[C:7]([N:8]=2)=[C:6]2[CH:1]=[CH:2][CH:3]=[N:4][C:5]2=[CH:18][CH:17]=3)[CH:13]=[CH:12][CH:11]=1)=[O:20]. Given the reactants [CH:1]1[C:6]2=[C:7]3[C:16](=[CH:17][CH:18]=[C:5]2[N:4]=[CH:3][CH:2]=1)[N:15]=[C:14]1[C:9]([C:10]([C:19](O)=[O:20])=[CH:11][CH:12]=[CH:13]1)=[N:8]3.[CH3:22][N:23]([CH3:27])[CH2:24][CH2:25][NH2:26], predict the reaction product. (5) Given the reactants Cl[CH2:2][CH2:3][C:4]([NH:6][C:7]1[CH:12]=[CH:11][CH:10]=[C:9]([F:13])[CH:8]=1)=[O:5].[Al+3].[Cl-].[Cl-].[Cl-].Cl, predict the reaction product. The product is: [F:13][C:9]1[CH:8]=[C:7]2[C:12]([CH2:2][CH2:3][C:4](=[O:5])[NH:6]2)=[CH:11][CH:10]=1. (6) Given the reactants C(N(CC)CC)C.[CH3:8][C@H:9]1[NH:14][CH2:13][CH2:12][N:11]([C:15]2[N:16]([CH2:37][C:38]([F:41])([F:40])[F:39])[C:17]3[C:22]([N:23]=2)=[C:21]([N:24]2[CH2:29][CH2:28][O:27][CH2:26][CH2:25]2)[N:20]=[C:19]([C:30]2[CH:31]=[N:32][C:33]([NH2:36])=[N:34][CH:35]=2)[N:18]=3)[CH2:10]1.C([O:45][CH2:46][C:47](Cl)=[O:48])(=O)C.C[O-].[Na+].CO, predict the reaction product. The product is: [NH2:36][C:33]1[N:34]=[CH:35][C:30]([C:19]2[N:18]=[C:17]3[C:22]([N:23]=[C:15]([N:11]4[CH2:12][CH2:13][N:14]([C:46](=[O:45])[CH2:47][OH:48])[C@H:9]([CH3:8])[CH2:10]4)[N:16]3[CH2:37][C:38]([F:41])([F:39])[F:40])=[C:21]([N:24]3[CH2:25][CH2:26][O:27][CH2:28][CH2:29]3)[N:20]=2)=[CH:31][N:32]=1. (7) Given the reactants [CH2:1]([C@@H:5]1[N:10]([CH2:11][C:12]2[CH:16]=[C:15]([C:17]3[CH:22]=[CH:21][CH:20]=[CH:19][CH:18]=3)[O:14][N:13]=2)[CH2:9][C@H:8]([CH2:23][CH:24]([CH3:26])[CH3:25])[NH:7][C:6]1=[O:27])[CH:2]([CH3:4])[CH3:3].[CH2:28]([C@@H]1NC[C@H](CC(C)C)NC1=O)C(C)C.C1(C)C=CC(C2ON=C(C=O)C=2)=CC=1, predict the reaction product. The product is: [CH2:1]([C@@H:5]1[N:10]([CH2:11][C:12]2[CH:16]=[C:15]([C:17]3[CH:18]=[CH:19][C:20]([CH3:28])=[CH:21][CH:22]=3)[O:14][N:13]=2)[CH2:9][C@H:8]([CH2:23][CH:24]([CH3:26])[CH3:25])[NH:7][C:6]1=[O:27])[CH:2]([CH3:4])[CH3:3].